From a dataset of Forward reaction prediction with 1.9M reactions from USPTO patents (1976-2016). Predict the product of the given reaction. The product is: [CH3:10][C:5]1[CH:4]=[CH:3][C:2]([C:13]2[CH:18]=[CH:17][CH:16]=[CH:15][CH:14]=2)=[CH:9][C:6]=1[C:7]#[N:8]. Given the reactants Br[C:2]1[CH:3]=[CH:4][C:5]([CH3:10])=[C:6]([CH:9]=1)[C:7]#[N:8].OB(O)[C:13]1[CH:18]=[CH:17][CH:16]=[CH:15][CH:14]=1.C(=O)([O-])[O-].[K+].[K+].O, predict the reaction product.